From a dataset of Forward reaction prediction with 1.9M reactions from USPTO patents (1976-2016). Predict the product of the given reaction. (1) Given the reactants C1(N=C=NC2CCCCC2)CCCCC1.[CH:16]([OH:19])([CH3:18])[CH3:17].[CH3:20][O:21][C:22](=[O:30])[C:23]1[CH:28]=[C:27](O)[CH:26]=[N:25][CH:24]=1.C1C=CC=CC=1, predict the reaction product. The product is: [CH:16]([O:19][C:27]1[CH:26]=[N:25][CH:24]=[C:23]([CH:28]=1)[C:22]([O:21][CH3:20])=[O:30])([CH3:18])[CH3:17]. (2) Given the reactants Br[C:2]1[CH:7]=[C:6]([F:8])[CH:5]=[C:4]([F:9])[CH:3]=1.[CH3:10][O:11][C:12]1[CH:17]=[CH:16][C:15]([Mg]Br)=[CH:14][CH:13]=1.[Cl-].C(C1C=CC=C(C(C)C)C=1[N+]1C=CN(C2C(C(C)C)=CC=CC=2C(C)C)C=1)(C)C.[Cl-].[NH4+], predict the reaction product. The product is: [CH3:10][O:11][C:12]1[CH:17]=[CH:16][C:15]([C:2]2[CH:7]=[C:6]([F:8])[CH:5]=[C:4]([F:9])[CH:3]=2)=[CH:14][CH:13]=1. (3) The product is: [I:3][C:4]1[N:5]=[C:6]([C@@H:10]2[CH2:14][C@H:13]([CH3:15])[CH2:12][N:11]2[C:16]([O:18][C:19]([CH3:20])([CH3:22])[CH3:21])=[O:17])[NH:7][CH:8]=1. Given the reactants [Li+].[Cl-].[I:3][C:4]1[N:5]=[C:6]([C@@H:10]2[CH2:14][C@H:13]([CH3:15])[CH2:12][N:11]2[C:16]([O:18][C:19]([CH3:22])([CH3:21])[CH3:20])=[O:17])[NH:7][C:8]=1I.C[Mg]Cl.C([Mg]Cl)(C)C.[NH4+].[Cl-], predict the reaction product. (4) Given the reactants [CH3:1][C:2]1[N:25]([CH3:26])[C:5]2[CH:6]=[C:7]([C:22](O)=[O:23])[C:8]3[CH2:9][CH2:10][C:11]4([NH:20][C:21]=3[C:4]=2[N:3]=1)[CH2:19][C:18]1[C:13](=[CH:14][CH:15]=[CH:16][CH:17]=1)[CH2:12]4.CN(C(O[N:42]1N=[N:42][C:37]2[CH:38]=[CH:39][CH:39]=[CH:38][C:37]1=2)=[N+](C)C)C.[B-](F)(F)(F)F.N1CCC1, predict the reaction product. The product is: [N:42]1([C:22]([C:7]2[C:8]3[CH2:9][CH2:10][C:11]4([NH:20][C:21]=3[C:4]3[N:3]=[C:2]([CH3:1])[N:25]([CH3:26])[C:5]=3[CH:6]=2)[CH2:12][C:13]2[C:18](=[CH:17][CH:16]=[CH:15][CH:14]=2)[CH2:19]4)=[O:23])[CH2:39][CH2:38][CH2:37]1.